Dataset: Catalyst prediction with 721,799 reactions and 888 catalyst types from USPTO. Task: Predict which catalyst facilitates the given reaction. (1) Reactant: [Cl:1][C:2]1[CH:7]=[CH:6][C:5]([C@:8]2([O:17][C@H:16]([CH2:18][OH:19])[C@@H:14]([OH:15])[C@H:12]([OH:13])[C@H:10]2[OH:11])[OH:9])=[CH:4][C:3]=1[CH2:20][C:21]1[CH:26]=[CH:25][C:24]([OH:27])=[CH:23][CH:22]=1.[CH:28]12[O:33][CH:29]1[CH2:30][CH2:31][CH2:32]2.C(=O)([O-])[O-].[K+].[K+].O. Product: [Cl:1][C:2]1[CH:7]=[CH:6][C:5]([C@:8]2([O:17][C@H:16]([CH2:18][OH:19])[C@@H:14]([OH:15])[C@H:12]([OH:13])[C@H:10]2[OH:11])[OH:9])=[CH:4][C:3]=1[CH2:20][C:21]1[CH:22]=[CH:23][C:24]([O:27][C@@H:28]2[CH2:32][CH2:31][CH2:30][C@H:29]2[OH:33])=[CH:25][CH:26]=1. The catalyst class is: 8. (2) Reactant: [Br:1][C:2]1[CH:7]=[CH:6][C:5]([C:8]2[N:9]=[C:10]([C@@H:13]3[CH:17]=[C:16]([CH:18]4[CH2:20][CH2:19]4)[CH2:15][NH:14]3)[NH:11][CH:12]=2)=[CH:4][CH:3]=1.CCN(C(C)C)C(C)C.[CH3:30][O:31][C:32]([NH:34][C@@H:35]([CH:39]([CH3:41])[CH3:40])[C:36](O)=[O:37])=[O:33].CN(C(ON1N=NC2C=CC=NC1=2)=[N+](C)C)C.F[P-](F)(F)(F)(F)F. Product: [CH3:30][O:31][C:32](=[O:33])[NH:34][C@H:35]([C:36]([N:14]1[CH2:15][C:16]([CH:18]2[CH2:20][CH2:19]2)=[CH:17][C@H:13]1[C:10]1[NH:11][CH:12]=[C:8]([C:5]2[CH:4]=[CH:3][C:2]([Br:1])=[CH:7][CH:6]=2)[N:9]=1)=[O:37])[CH:39]([CH3:41])[CH3:40]. The catalyst class is: 2. (3) Reactant: Cl[CH2:2][C:3]([N:5]1[CH2:10][CH2:9][N:8]([C:11]2[CH:16]=[CH:15][C:14]([Cl:17])=[C:13]([O:18][CH3:19])[CH:12]=2)[CH2:7][CH2:6]1)=[O:4].[O:20]1[C:24]2[CH:25]=[CH:26][CH:27]=[CH:28][C:23]=2[NH:22][C:21]1=[O:29].C([O-])([O-])=O.[K+].[K+]. Product: [Cl:17][C:14]1[CH:15]=[CH:16][C:11]([N:8]2[CH2:9][CH2:10][N:5]([C:3](=[O:4])[CH2:2][N:22]3[C:23]4[CH:28]=[CH:27][CH:26]=[CH:25][C:24]=4[O:20][C:21]3=[O:29])[CH2:6][CH2:7]2)=[CH:12][C:13]=1[O:18][CH3:19]. The catalyst class is: 37.